From a dataset of Full USPTO retrosynthesis dataset with 1.9M reactions from patents (1976-2016). Predict the reactants needed to synthesize the given product. (1) Given the product [NH2:42][C:41]1[C:36]2[N:37]([C:33]([C@@H:10]3[O:11][CH2:12][C@H:13]([CH2:14][OH:15])[NH:8][CH2:9]3)=[N:34][C:35]=2[C:54]2[CH:59]=[CH:58][C:57]([C:60]([NH:61][C:62]3[CH:67]=[C:66]([C:68]([F:69])([F:71])[F:70])[CH:65]=[CH:64][N:63]=3)=[O:72])=[CH:56][CH:55]=2)[CH:38]=[CH:39][N:40]=1, predict the reactants needed to synthesize it. The reactants are: C(OC([N:8]1[C@@H:13]([CH2:14][O:15][Si](C(C)(C)C)(C2C=CC=CC=2)C2C=CC=CC=2)[CH2:12][O:11][C@@H:10]([C:33]2[N:37]3[CH:38]=[CH:39][N:40]=[C:41]([NH:42]CC4C=CC(OC)=CC=4OC)[C:36]3=[C:35]([C:54]3[CH:59]=[CH:58][C:57]([C:60](=[O:72])[NH:61][C:62]4[CH:67]=[C:66]([C:68]([F:71])([F:70])[F:69])[CH:65]=[CH:64][N:63]=4)=[CH:56][CH:55]=3)[N:34]=2)[CH2:9]1)=O)(C)(C)C. (2) Given the product [CH2:1]([O:3][C:4](=[O:26])[CH2:5][C@@H:6]([NH2:10])[CH2:7][CH2:8][CH3:9])[CH3:2], predict the reactants needed to synthesize it. The reactants are: [CH2:1]([O:3][C:4](=[O:26])[CH2:5][C@@H:6]([N:10](CC1C=CC=CC=1)[C@H](C1C=CC=CC=1)C)[CH2:7][CH2:8][CH3:9])[CH3:2]. (3) Given the product [CH:16]([NH:19][C:20](=[O:21])[O:15][C:11]1[CH:10]=[C:9]2[C:14](=[CH:13][CH:12]=1)[N:6]([CH:2]([CH2:3][CH2:4][CH3:5])[CH3:1])[CH:7]=[CH:8]2)([CH3:18])[CH3:17], predict the reactants needed to synthesize it. The reactants are: [CH3:1][CH:2]([N:6]1[C:14]2[C:9](=[CH:10][C:11]([OH:15])=[CH:12][CH:13]=2)[CH:8]=[CH:7]1)[CH2:3][CH2:4][CH3:5].[CH:16]([N:19]=[C:20]=[O:21])([CH3:18])[CH3:17].C(N(CC)CC)C. (4) Given the product [C:1]([O:5][C:6](=[O:21])[NH:7][CH:8]1[C:17]2[C:12](=[CH:13][C:14]([C:18](=[O:20])[CH3:19])=[CH:15][CH:16]=2)[CH2:11][CH2:10][CH2:9]1)([CH3:4])([CH3:2])[CH3:3], predict the reactants needed to synthesize it. The reactants are: [C:1]([O:5][C:6](=[O:21])[NH:7][CH:8]1[C:17]2[C:12](=[CH:13][C:14]([CH:18]([OH:20])[CH3:19])=[CH:15][CH:16]=2)[CH2:11][CH2:10][CH2:9]1)([CH3:4])([CH3:3])[CH3:2]. (5) Given the product [CH:41]1([C@H:26]([NH:27][C:28]([N:30]2[CH2:34][CH2:33][C@H:32]([O:35][CH2:36][CH2:37][CH2:38][CH:39]=[CH2:40])[CH2:31]2)=[O:29])[C:25]([N:23]2[CH2:24][C@H:20]([O:19][C:10]3[C:9]([CH:2]=[CH2:3])=[N:18][C:17]4[C:12](=[CH:13][CH:14]=[CH:15][CH:16]=4)[N:11]=3)[CH2:21][C@H:22]2[C:47]([O:49][CH3:50])=[O:48])=[O:46])[CH2:45][CH2:44][CH2:43][CH2:42]1, predict the reactants needed to synthesize it. The reactants are: [B-](F)(F)(F)[CH:2]=[CH2:3].[K+].Cl[C:9]1[C:10]([O:19][C@H:20]2[CH2:24][N:23]([C:25](=[O:46])[C@H:26]([CH:41]3[CH2:45][CH2:44][CH2:43][CH2:42]3)[NH:27][C:28]([N:30]3[CH2:34][CH2:33][C@H:32]([O:35][CH2:36][CH2:37][CH2:38][CH:39]=[CH2:40])[CH2:31]3)=[O:29])[C@H:22]([C:47]([O:49][CH3:50])=[O:48])[CH2:21]2)=[N:11][C:12]2[C:17]([N:18]=1)=[CH:16][CH:15]=[CH:14][CH:13]=2. (6) Given the product [ClH:32].[N+:1]([C:4]1[CH:12]=[CH:11][CH:10]=[C:9]2[C:5]=1[CH2:6][CH2:7][CH:8]2[NH:17][CH2:14][C:15]#[CH:16])([O-:3])=[O:2], predict the reactants needed to synthesize it. The reactants are: [N+:1]([C:4]1[CH:12]=[CH:11][CH:10]=[C:9]2[C:5]=1[CH2:6][CH2:7][C:8]2=O)([O-:3])=[O:2].[CH2:14]([NH2:17])[C:15]#[CH:16].C(O[BH-](OC(=O)C)OC(=O)C)(=O)C.[Na+].[Cl:32]CCCl.